This data is from NCI-60 drug combinations with 297,098 pairs across 59 cell lines. The task is: Regression. Given two drug SMILES strings and cell line genomic features, predict the synergy score measuring deviation from expected non-interaction effect. (1) Drug 1: CC1=C(N=C(N=C1N)C(CC(=O)N)NCC(C(=O)N)N)C(=O)NC(C(C2=CN=CN2)OC3C(C(C(C(O3)CO)O)O)OC4C(C(C(C(O4)CO)O)OC(=O)N)O)C(=O)NC(C)C(C(C)C(=O)NC(C(C)O)C(=O)NCCC5=NC(=CS5)C6=NC(=CS6)C(=O)NCCC[S+](C)C)O. Drug 2: COC1=C2C(=CC3=C1OC=C3)C=CC(=O)O2. Cell line: NCI-H460. Synergy scores: CSS=59.6, Synergy_ZIP=3.15, Synergy_Bliss=4.81, Synergy_Loewe=-16.0, Synergy_HSA=4.62. (2) Cell line: OVCAR-4. Drug 2: C1=CC=C(C=C1)NC(=O)CCCCCCC(=O)NO. Synergy scores: CSS=19.6, Synergy_ZIP=-7.14, Synergy_Bliss=-2.56, Synergy_Loewe=-5.53, Synergy_HSA=-0.876. Drug 1: COC1=C(C=C2C(=C1)N=CN=C2NC3=CC(=C(C=C3)F)Cl)OCCCN4CCOCC4. (3) Drug 1: COC1=CC(=CC(=C1O)OC)C2C3C(COC3=O)C(C4=CC5=C(C=C24)OCO5)OC6C(C(C7C(O6)COC(O7)C8=CC=CS8)O)O. Drug 2: CS(=O)(=O)CCNCC1=CC=C(O1)C2=CC3=C(C=C2)N=CN=C3NC4=CC(=C(C=C4)OCC5=CC(=CC=C5)F)Cl. Cell line: HCC-2998. Synergy scores: CSS=43.2, Synergy_ZIP=3.51, Synergy_Bliss=14.4, Synergy_Loewe=-3.84, Synergy_HSA=12.7. (4) Drug 1: C1CCN(CC1)CCOC2=CC=C(C=C2)C(=O)C3=C(SC4=C3C=CC(=C4)O)C5=CC=C(C=C5)O. Drug 2: C1CCC(CC1)NC(=O)N(CCCl)N=O. Cell line: MOLT-4. Synergy scores: CSS=72.8, Synergy_ZIP=4.77, Synergy_Bliss=8.01, Synergy_Loewe=10.7, Synergy_HSA=10.7. (5) Drug 1: CC1=C(C=C(C=C1)NC2=NC=CC(=N2)N(C)C3=CC4=NN(C(=C4C=C3)C)C)S(=O)(=O)N.Cl. Drug 2: COC1=C(C=C2C(=C1)N=CN=C2NC3=CC(=C(C=C3)F)Cl)OCCCN4CCOCC4. Cell line: CCRF-CEM. Synergy scores: CSS=18.6, Synergy_ZIP=6.71, Synergy_Bliss=7.74, Synergy_Loewe=5.15, Synergy_HSA=8.03.